This data is from HIV replication inhibition screening data with 41,000+ compounds from the AIDS Antiviral Screen. The task is: Binary Classification. Given a drug SMILES string, predict its activity (active/inactive) in a high-throughput screening assay against a specified biological target. (1) The molecule is C#CC1(O)c2ccccc2C(=O)c2ccccc21. The result is 0 (inactive). (2) The molecule is O=S(=O)(C=Cc1ccc(F)cc1)Cc1ccc(CS(=O)(=O)C=Cc2ccc(F)cc2)cc1. The result is 0 (inactive).